Dataset: Peptide-MHC class I binding affinity with 185,985 pairs from IEDB/IMGT. Task: Regression. Given a peptide amino acid sequence and an MHC pseudo amino acid sequence, predict their binding affinity value. This is MHC class I binding data. The peptide sequence is SLVKKNKKR. The MHC is HLA-A02:03 with pseudo-sequence HLA-A02:03. The binding affinity (normalized) is 0.